From a dataset of Full USPTO retrosynthesis dataset with 1.9M reactions from patents (1976-2016). Predict the reactants needed to synthesize the given product. Given the product [C:1]([O:5][C:6]([NH:8][C@H:9]([C:13]1[CH:18]=[CH:17][CH:16]=[CH:15][CH:14]=1)[C:10]([O:12][C@@H:21]1[CH:22]2[CH2:25][CH2:26][N:19]([CH2:24][CH2:23]2)[CH2:20]1)=[O:11])=[O:7])([CH3:4])([CH3:2])[CH3:3], predict the reactants needed to synthesize it. The reactants are: [C:1]([O:5][C:6]([NH:8][C@H:9]([C:13]1[CH:18]=[CH:17][CH:16]=[CH:15][CH:14]=1)[C:10]([OH:12])=[O:11])=[O:7])([CH3:4])([CH3:3])[CH3:2].[N:19]12[CH2:26][CH2:25][CH:22]([CH2:23][CH2:24]1)[C@@H:21](O)[CH2:20]2.C1(N=C=NC2CCCCC2)CCCCC1.O.ON1C2C=CC=CC=2N=N1.